The task is: Predict the product of the given reaction.. This data is from Forward reaction prediction with 1.9M reactions from USPTO patents (1976-2016). (1) Given the reactants [NH2:1][C:2]1[N:7]=[CH:6][N:5]=[C:4]2[N:8]([CH:12]([C:14]3[C:19]([C:20]4[CH:25]=[CH:24][CH:23]=[CH:22][CH:21]=4)=[N:18][N:17]([CH2:26][C:27]4[CH:32]=[CH:31][CH:30]=[CH:29][CH:28]=4)[C:16](=[O:33])[CH:15]=3)[CH3:13])[N:9]=[C:10](I)[C:3]=12.[F:34][C:35]1[CH:36]=[C:37](B(O)O)[CH:38]=[C:39]([OH:41])[CH:40]=1, predict the reaction product. The product is: [NH2:1][C:2]1[N:7]=[CH:6][N:5]=[C:4]2[N:8]([CH:12]([C:14]3[C:19]([C:20]4[CH:25]=[CH:24][CH:23]=[CH:22][CH:21]=4)=[N:18][N:17]([CH2:26][C:27]4[CH:32]=[CH:31][CH:30]=[CH:29][CH:28]=4)[C:16](=[O:33])[CH:15]=3)[CH3:13])[N:9]=[C:10]([C:37]3[CH:38]=[C:39]([OH:41])[CH:40]=[C:35]([F:34])[CH:36]=3)[C:3]=12. (2) Given the reactants [CH2:1]([C:3]1[N:13]([C:14]2[CH:19]=[CH:18][C:17]([CH2:20][CH2:21][NH:22][C:23]([NH:25][S:26]([C:29]3[CH:34]=[CH:33][C:32](C)=[CH:31][CH:30]=3)(=[O:28])=[O:27])=[O:24])=[CH:16][CH:15]=2)[C:6]2=[N:7][C:8]([CH3:12])=[CH:9][C:10]([CH3:11])=[C:5]2[N:4]=1)[CH3:2].[Cl:36]C1C=CC=CC=1S(N=C=O)(=O)=O, predict the reaction product. The product is: [Cl:36][C:30]1[CH:31]=[CH:32][CH:33]=[CH:34][C:29]=1[S:26]([NH:25][C:23]([NH:22][CH2:21][CH2:20][C:17]1[CH:18]=[CH:19][C:14]([N:13]2[C:6]3=[N:7][C:8]([CH3:12])=[CH:9][C:10]([CH3:11])=[C:5]3[N:4]=[C:3]2[CH2:1][CH3:2])=[CH:15][CH:16]=1)=[O:24])(=[O:28])=[O:27]. (3) Given the reactants [O:1]=[C:2]1[C:10](=[C:11]2[C:19]3[C:14](=[CH:15][C:16]([CH2:20][CH2:21][CH2:22]OS(C)(=O)=O)=[CH:17][CH:18]=3)[CH2:13][O:12]2)[C:9]2[C:4](=[CH:5][CH:6]=[CH:7][CH:8]=2)[NH:3]1.[NH:28]1[CH2:33][CH2:32][O:31][CH2:30][CH2:29]1.O, predict the reaction product. The product is: [N:28]1([CH2:22][CH2:21][CH2:20][C:16]2[CH:15]=[C:14]3[C:19](=[CH:18][CH:17]=2)[C:11](=[C:10]2[C:9]4[C:4](=[CH:5][CH:6]=[CH:7][CH:8]=4)[NH:3][C:2]2=[O:1])[O:12][CH2:13]3)[CH2:33][CH2:32][O:31][CH2:30][CH2:29]1. (4) The product is: [N+:9]([C:3]1[CH:4]=[C:5]([O:8][CH2:20][CH2:19][CH2:18][N:12]2[CH2:17][CH2:16][CH2:15][CH2:14][CH2:13]2)[CH:6]=[CH:7][C:2]=1[NH2:1])([O-:11])=[O:10]. Given the reactants [NH2:1][C:2]1[CH:7]=[CH:6][C:5]([OH:8])=[CH:4][C:3]=1[N+:9]([O-:11])=[O:10].[N:12]1([CH2:18][CH2:19][CH2:20]O)[CH2:17][CH2:16][CH2:15][CH2:14][CH2:13]1.C1(P(C2C=CC=CC=2)C2C=CC=CC=2)C=CC=CC=1.CCOC(/N=N/C(OCC)=O)=O, predict the reaction product. (5) Given the reactants CO[C:3]([C:5]1[N:6]=[C:7]([C:25]#[N:26])[C:8]2[C:13]([C:14]=1[OH:15])=[CH:12][CH:11]=[C:10]([O:16][C:17]1[CH:22]=[CH:21][CH:20]=[CH:19][C:18]=1[O:23][CH3:24])[CH:9]=2)=[O:4].[NH2:27][CH2:28][C:29]([CH3:36])([CH3:35])[C:30]([O:32][CH2:33][CH3:34])=[O:31], predict the reaction product. The product is: [CH2:33]([O:32][C:30](=[O:31])[C:29]([CH3:36])([CH3:35])[CH2:28][NH:27][C:3]([C:5]1[N:6]=[C:7]([C:25]#[N:26])[C:8]2[C:13]([C:14]=1[OH:15])=[CH:12][CH:11]=[C:10]([O:16][C:17]1[CH:22]=[CH:21][CH:20]=[CH:19][C:18]=1[O:23][CH3:24])[CH:9]=2)=[O:4])[CH3:34]. (6) Given the reactants [N:1]1([CH2:7][CH2:8][N:9]2C(=O)C3C(=CC=CC=3)C2=O)[CH2:6][CH2:5][S:4][CH2:3][CH2:2]1.O.NN.Cl.[C:24]([C:28]1[CH:37]=[CH:36][C:31]([CH2:32][N:33]=[C:34]=[S:35])=[CH:30][CH:29]=1)([CH3:27])([CH3:26])[CH3:25], predict the reaction product. The product is: [C:24]([C:28]1[CH:37]=[CH:36][C:31]([CH2:32][NH:33][C:34]([NH:9][CH2:8][CH2:7][N:1]2[CH2:6][CH2:5][S:4][CH2:3][CH2:2]2)=[S:35])=[CH:30][CH:29]=1)([CH3:27])([CH3:25])[CH3:26]. (7) Given the reactants [OH:1][CH2:2][C:3]([C:6]1[CH:7]=[C:8]([OH:12])[CH:9]=[CH:10][CH:11]=1)([CH3:5])[CH3:4].Cl.[CH3:14][C:15]([CH3:17])=O, predict the reaction product. The product is: [CH3:14][C:15]1([CH3:17])[C:11]2[C:6](=[CH:7][C:8]([OH:12])=[CH:9][CH:10]=2)[C:3]([CH3:5])([CH3:4])[CH2:2][O:1]1. (8) Given the reactants [NH2:1][C:2]1[CH:3]=[N:4][CH:5]=[C:6]([C:8]([F:11])([F:10])[F:9])[CH:7]=1.N1C=CC=CC=1.Cl[C:19]([O:21][C:22]1[CH:27]=[CH:26][CH:25]=[CH:24][CH:23]=1)=[O:20], predict the reaction product. The product is: [C:22]1([O:21][C:19](=[O:20])[NH:1][C:2]2[CH:3]=[N:4][CH:5]=[C:6]([C:8]([F:11])([F:9])[F:10])[CH:7]=2)[CH:27]=[CH:26][CH:25]=[CH:24][CH:23]=1.